From a dataset of Forward reaction prediction with 1.9M reactions from USPTO patents (1976-2016). Predict the product of the given reaction. Given the reactants [NH2:1][C:2]1[CH:3]=[C:4]([SH:8])[CH:5]=[CH:6][CH:7]=1.[F:9][C:10]([F:23])([O:14][C:15]1[CH:16]=[C:17]([CH:20]=[CH:21][CH:22]=1)[CH:18]=O)[CH:11]([F:13])[F:12].C(O)(=O)C.[BH-](OC(C)=O)(OC(C)=O)OC(C)=O.[Na+], predict the reaction product. The product is: [F:9][C:10]([F:23])([O:14][C:15]1[CH:16]=[C:17]([CH2:18][NH:1][C:2]2[CH:3]=[C:4]([SH:8])[CH:5]=[CH:6][CH:7]=2)[CH:20]=[CH:21][CH:22]=1)[CH:11]([F:12])[F:13].